This data is from Aqueous solubility values for 9,982 compounds from the AqSolDB database. The task is: Regression/Classification. Given a drug SMILES string, predict its absorption, distribution, metabolism, or excretion properties. Task type varies by dataset: regression for continuous measurements (e.g., permeability, clearance, half-life) or binary classification for categorical outcomes (e.g., BBB penetration, CYP inhibition). For this dataset (solubility_aqsoldb), we predict Y. (1) The drug is CCCCOC(=O)/C=C/c1ccccc1. The Y is -1.61 log mol/L. (2) The molecule is O=C(NC(CO)C(=O)O)C(Cl)Cl. The Y is -0.0300 log mol/L. (3) The molecule is COC(=O)c1ccc(C(=O)Nc2cc(Cl)ccc2Cl)cc1[N+](=O)[O-]. The Y is -5.97 log mol/L. (4) The molecule is CC(CCC(=O)O)C1CCC2C3C(O)CC4CC(O)CCC4(C)C3CCC12C. The Y is -4.57 log mol/L. (5) The drug is O=C(O)c1cc([N+](=O)[O-])cc([N+](=O)[O-])c1. The Y is -2.21 log mol/L. (6) The molecule is N#CC(C#N)=NNc1cccc(O)c1. The Y is -2.95 log mol/L.